From a dataset of Forward reaction prediction with 1.9M reactions from USPTO patents (1976-2016). Predict the product of the given reaction. (1) Given the reactants I[C:2]1[N:3]=[CH:4][N:5]([C:8]2[N:13]=[C:12]([C:14]([F:17])([F:16])[F:15])[CH:11]=[C:10]([C:18]3[CH:23]=[CH:22][C:21]([C:24]([F:27])([F:26])[F:25])=[CH:20][CH:19]=3)[N:9]=2)[C:6]=1[CH3:7].[NH2:28][C:29]1[CH:34]=[CH:33][C:32](B2OC(C)(C)C(C)(C)O2)=[CH:31][N:30]=1, predict the reaction product. The product is: [CH3:7][C:6]1[N:5]([C:8]2[N:13]=[C:12]([C:14]([F:16])([F:15])[F:17])[CH:11]=[C:10]([C:18]3[CH:19]=[CH:20][C:21]([C:24]([F:26])([F:27])[F:25])=[CH:22][CH:23]=3)[N:9]=2)[CH:4]=[N:3][C:2]=1[C:32]1[CH:33]=[CH:34][C:29]([NH2:28])=[N:30][CH:31]=1. (2) Given the reactants C(OC([N:8]1[C:16]2[C:11](=[CH:12][C:13]([F:17])=[CH:14][CH:15]=2)[CH:10]=[C:9]1[C:18]1[N:23]=[C:22]([NH:24][C:25]2[CH:33]=[CH:32][C:28]([C:29](O)=[O:30])=[CH:27][C:26]=2[O:34][CH3:35])[CH:21]=[N:20][CH:19]=1)=O)(C)(C)C.[CH3:36][C@@H:37]1[CH2:42][NH:41][CH2:40][CH2:39][NH:38]1.CN(C(ON1N=NC2C=CC=CC1=2)=[N+](C)C)C.[B-](F)(F)(F)F, predict the reaction product. The product is: [F:17][C:13]1[CH:12]=[C:11]2[C:16](=[CH:15][CH:14]=1)[NH:8][C:9]([C:18]1[N:23]=[C:22]([NH:24][C:25]3[CH:33]=[CH:32][C:28]([C:29]([N:41]4[CH2:40][CH2:39][NH:38][C@H:37]([CH3:36])[CH2:42]4)=[O:30])=[CH:27][C:26]=3[O:34][CH3:35])[CH:21]=[N:20][CH:19]=1)=[CH:10]2. (3) Given the reactants COC(=O)C(NC1C=C([Cl:16])C=C(Cl)C=1OCC1C=CC=CC=1)=CC([O-])=O.C[O:28][C:29]([C:31]1[CH:40]=[C:39]([O:41]CC2C=CC=CC=2)[C:38]2[C:33](=[C:34]([NH:49][C:50]3[CH:55]=[CH:54][CH:53]=[CH:52][N:51]=3)[CH:35]=[CH:36][CH:37]=2)[N:32]=1)=[O:30], predict the reaction product. The product is: [ClH:16].[OH:41][C:39]1[C:38]2[C:33](=[C:34]([NH:49][C:50]3[CH:55]=[CH:54][CH:53]=[CH:52][N:51]=3)[CH:35]=[CH:36][CH:37]=2)[N:32]=[C:31]([C:29]([OH:30])=[O:28])[CH:40]=1. (4) The product is: [CH2:32]([O:31][C:29]([N:8]1[C:9]2[C:14](=[CH:13][C:12]([C:15]([F:16])([F:17])[F:18])=[CH:11][CH:10]=2)[C@@H:5]([NH:4][C:3]([O:2][CH3:1])=[O:21])[CH2:6][C@H:7]1[CH2:19][CH3:20])=[O:30])[CH3:33]. Given the reactants [CH3:1][O:2][C:3](=[O:21])[NH:4][C@@H:5]1[C:14]2[C:9](=[CH:10][CH:11]=[C:12]([C:15]([F:18])([F:17])[F:16])[CH:13]=2)[NH:8][C@H:7]([CH2:19][CH3:20])[CH2:6]1.N1C=CC=CC=1.Cl[C:29]([O:31][CH2:32][CH3:33])=[O:30], predict the reaction product. (5) Given the reactants [C:1]([O:5][C:6]([N:8]1[CH2:12][CH2:11][CH2:10][C@H:9]1[C:13](=[O:24])[NH:14][C@H:15]([C:18]1[CH:23]=[CH:22][CH:21]=[CH:20][CH:19]=1)[CH2:16]O)=[O:7])([CH3:4])([CH3:3])[CH3:2], predict the reaction product. The product is: [C:1]([O:5][C:6]([N:8]1[CH2:12][CH2:11][CH2:10][C@H:9]1[C:13]1[O:24][CH2:16][C@@H:15]([C:18]2[CH:23]=[CH:22][CH:21]=[CH:20][CH:19]=2)[N:14]=1)=[O:7])([CH3:4])([CH3:2])[CH3:3]. (6) Given the reactants C1(O[C:8](=[O:21])[NH:9][C:10]2[C:19]3[CH2:18][C@H:17]([OH:20])[CH2:16][CH2:15][C:14]=3[CH:13]=[CH:12][CH:11]=2)C=CC=CC=1.[F:22][C:23]1([F:34])[O:27][C:26]2[CH:28]=[CH:29][C:30]([CH2:32][NH2:33])=[CH:31][C:25]=2[O:24]1, predict the reaction product. The product is: [F:34][C:23]1([F:22])[O:27][C:26]2[CH:28]=[CH:29][C:30]([CH2:32][NH:33][C:8]([NH:9][C:10]3[C:19]4[CH2:18][C@H:17]([OH:20])[CH2:16][CH2:15][C:14]=4[CH:13]=[CH:12][CH:11]=3)=[O:21])=[CH:31][C:25]=2[O:24]1. (7) Given the reactants C[O:2][C:3]1[C:8]([C:9]2[CH:14]=[CH:13][C:12]([O:15][C:16]3[CH:21]=[CH:20][N:19]=[C:18]([C:22]4[CH:23]=[N:24][N:25]([CH3:27])[CH:26]=4)[CH:17]=3)=[C:11]([CH3:28])[N:10]=2)=[CH:7][N:6]=[C:5]([N:29]2[CH2:33][CH2:32][C@H:31]([N:34]([CH3:36])[CH3:35])[CH2:30]2)[N:4]=1.Br.CC#N, predict the reaction product. The product is: [CH3:35][N:34]([CH3:36])[C@H:31]1[CH2:32][CH2:33][N:29]([C:5]2[NH:4][C:3](=[O:2])[C:8]([C:9]3[CH:14]=[CH:13][C:12]([O:15][C:16]4[CH:21]=[CH:20][N:19]=[C:18]([C:22]5[CH:23]=[N:24][N:25]([CH3:27])[CH:26]=5)[CH:17]=4)=[C:11]([CH3:28])[N:10]=3)=[CH:7][N:6]=2)[CH2:30]1.